Dataset: Forward reaction prediction with 1.9M reactions from USPTO patents (1976-2016). Task: Predict the product of the given reaction. Given the reactants [CH3:1][O:2][CH:3]([O:6][CH3:7])[CH:4]=O.[CH3:8][C@@H:9]([NH2:14])[CH2:10][CH2:11][CH2:12][CH3:13], predict the reaction product. The product is: [CH3:1][O:2][CH:3]([O:6][CH3:7])[CH2:4][NH:14][C@@H:9]([CH2:10][CH2:11][CH2:12][CH3:13])[CH3:8].